This data is from NCI-60 drug combinations with 297,098 pairs across 59 cell lines. The task is: Regression. Given two drug SMILES strings and cell line genomic features, predict the synergy score measuring deviation from expected non-interaction effect. Drug 1: CC1=C2C(C(=O)C3(C(CC4C(C3C(C(C2(C)C)(CC1OC(=O)C(C(C5=CC=CC=C5)NC(=O)OC(C)(C)C)O)O)OC(=O)C6=CC=CC=C6)(CO4)OC(=O)C)O)C)O. Drug 2: C1=CN(C=N1)CC(O)(P(=O)(O)O)P(=O)(O)O. Cell line: ACHN. Synergy scores: CSS=2.26, Synergy_ZIP=0.384, Synergy_Bliss=2.64, Synergy_Loewe=1.07, Synergy_HSA=0.619.